Regression/Classification. Given a drug SMILES string, predict its absorption, distribution, metabolism, or excretion properties. Task type varies by dataset: regression for continuous measurements (e.g., permeability, clearance, half-life) or binary classification for categorical outcomes (e.g., BBB penetration, CYP inhibition). Dataset: rlm. From a dataset of Rat liver microsome stability data. (1) The molecule is COCCCOc1ccc(-c2nccc(-c3cc4c([nH]3)C3(CCCNC3)CNC4=O)n2)cn1. The result is 0 (unstable in rat liver microsomes). (2) The result is 1 (stable in rat liver microsomes). The compound is Oc1nc(SCc2ccc(Cl)cc2)nc2c1CCC2. (3) The compound is O=C(NCCCN1CCOC1=O)c1cnc(NCc2cc(Cl)ccc2Cl)nc1NC1CCCC1. The result is 1 (stable in rat liver microsomes). (4) The compound is CCOc1ccc(/C=C/c2nc3ccccc3n2S(=O)(=O)c2ccc(Br)cc2)cc1. The result is 0 (unstable in rat liver microsomes). (5) The molecule is Cc1ccc(CN2CCOC[C@H]2c2nc(-c3cccc(F)c3)c[nH]2)cc1. The result is 1 (stable in rat liver microsomes). (6) The drug is Oc1nc(C2CCN(CC3CCCCC3)CC2)nn1Cc1ccccc1. The result is 1 (stable in rat liver microsomes).